Predict the product of the given reaction. From a dataset of Forward reaction prediction with 1.9M reactions from USPTO patents (1976-2016). (1) Given the reactants [Br:1][C:2]1[S:6][C:5]([C:7]2[N:11](C)[N:10]=[CH:9][CH:8]=2)=[CH:4][CH:3]=1.[CH2:13](Cl)Cl, predict the reaction product. The product is: [Br:1][C:2]1[S:6][C:5]([C:7]2[CH:8]=[CH:9][N:10]([CH3:13])[N:11]=2)=[CH:4][CH:3]=1. (2) Given the reactants [C:1]([NH:8][CH2:9][CH2:10][CH2:11][CH2:12][NH2:13])([O:3][C:4]([CH3:7])([CH3:6])[CH3:5])=[O:2].F[C:15]1[CH:20]=[CH:19][C:18]([N+:21]([O-:23])=[O:22])=[CH:17][C:16]=1[N+:24]([O-:26])=[O:25].C(N(CC)CC)C, predict the reaction product. The product is: [C:4]([O:3][C:1]([NH:8][CH2:9][CH2:10][CH2:11][CH2:12][NH:13][C:19]1[CH:20]=[CH:15][C:16]([N+:24]([O-:26])=[O:25])=[CH:17][C:18]=1[N+:21]([O-:23])=[O:22])=[O:2])([CH3:5])([CH3:6])[CH3:7]. (3) Given the reactants Cl[C:2]1[N:7]=[CH:6][N:5]=[C:4]2[N:8]([C:11]3[CH:16]=[CH:15][C:14]([S:17]([CH3:20])(=[O:19])=[O:18])=[CH:13][CH:12]=3)[N:9]=[CH:10][C:3]=12.[C:21]([O:25][C:26](=[O:35])[NH:27][CH:28]1[CH2:33][CH2:32][CH:31]([NH2:34])[CH2:30][CH2:29]1)([CH3:24])([CH3:23])[CH3:22].C(=O)([O-])[O-].[K+].[K+], predict the reaction product. The product is: [C:21]([O:25][C:26](=[O:35])[NH:27][CH:28]1[CH2:29][CH2:30][CH:31]([NH:34][C:2]2[N:7]=[CH:6][N:5]=[C:4]3[N:8]([C:11]4[CH:16]=[CH:15][C:14]([S:17]([CH3:20])(=[O:19])=[O:18])=[CH:13][CH:12]=4)[N:9]=[CH:10][C:3]=23)[CH2:32][CH2:33]1)([CH3:24])([CH3:22])[CH3:23]. (4) Given the reactants Cl.[Cl:2][C:3]1[S:18][C:6]2[C:7]3([CH2:17][CH2:16][NH:15][CH2:14][CH2:13]3)[O:8][CH2:9][C:10]([F:12])([F:11])[C:5]=2[CH:4]=1.[Cl:19][C:20]1[C:21]([N:26]2[CH:30]=[C:29]([CH:31]=O)[C:28]([C:33]([O:35][CH2:36][CH3:37])=[O:34])=[N:27]2)=[N:22][CH:23]=[CH:24][CH:25]=1.CN1CCOCC1.C(O[BH-](OC(=O)C)OC(=O)C)(=O)C.[Na+], predict the reaction product. The product is: [Cl:2][C:3]1[S:18][C:6]2[C:7]3([CH2:13][CH2:14][N:15]([CH2:31][C:29]4[C:28]([C:33]([O:35][CH2:36][CH3:37])=[O:34])=[N:27][N:26]([C:21]5[C:20]([Cl:19])=[CH:25][CH:24]=[CH:23][N:22]=5)[CH:30]=4)[CH2:16][CH2:17]3)[O:8][CH2:9][C:10]([F:12])([F:11])[C:5]=2[CH:4]=1. (5) The product is: [CH2:10]([O:17][C:18]1[CH:23]=[CH:22][C:21]([C:6]2[N:7]=[C:2]([Cl:1])[N:3]=[N:4][C:5]=2[CH3:9])=[CH:20][C:19]=1[O:27][CH3:28])[C:11]1[CH:12]=[CH:13][CH:14]=[CH:15][CH:16]=1. Given the reactants [Cl:1][C:2]1[N:3]=[N:4][C:5]([CH3:9])=[C:6](Cl)[N:7]=1.[CH2:10]([O:17][C:18]1[CH:23]=[CH:22][C:21](B(O)O)=[CH:20][C:19]=1[O:27][CH3:28])[C:11]1[CH:16]=[CH:15][CH:14]=[CH:13][CH:12]=1.P([O-])([O-])([O-])=O, predict the reaction product. (6) Given the reactants [N+:1]([C:4]1[CH:5]=[C:6]2[C:11](=[CH:12][CH:13]=1)[NH:10][C:9](=[O:14])[CH2:8][CH2:7]2)([O-:3])=[O:2].[C:15]([O-])([O-])=O.[K+].[K+].O, predict the reaction product. The product is: [CH3:15][N:10]1[C:11]2[C:6](=[CH:5][C:4]([N+:1]([O-:3])=[O:2])=[CH:13][CH:12]=2)[CH2:7][CH2:8][C:9]1=[O:14]. (7) Given the reactants [CH3:1][C:2]([C:4]1[CH:9]=[CH:8][CH:7]=[C:6]([O:10][CH3:11])[CH:5]=1)=[O:3].[BH4-].[Na+].[Cl-].[NH4+], predict the reaction product. The product is: [CH3:11][O:10][C:6]1[CH:5]=[C:4]([CH:2]([OH:3])[CH3:1])[CH:9]=[CH:8][CH:7]=1.